From a dataset of Full USPTO retrosynthesis dataset with 1.9M reactions from patents (1976-2016). Predict the reactants needed to synthesize the given product. (1) Given the product [NH2:14][CH2:15][C:16]([CH3:50])([CH3:49])[CH2:17][NH:18][C:19](=[O:48])[C:20]1[CH:25]=[CH:24][C:23]([NH:26][C:27]2[N:32]=[C:31]([NH:33][CH2:34][C:35]3[CH:40]=[CH:39][C:38]([OH:41])=[CH:37][CH:36]=3)[N:30]=[C:29]([O:42][CH2:43][C:44]([F:47])([F:46])[F:45])[N:28]=2)=[CH:22][CH:21]=1, predict the reactants needed to synthesize it. The reactants are: C(O)(C(F)(F)F)=O.C(OC(=O)[NH:14][CH2:15][C:16]([CH3:50])([CH3:49])[CH2:17][NH:18][C:19](=[O:48])[C:20]1[CH:25]=[CH:24][C:23]([NH:26][C:27]2[N:32]=[C:31]([NH:33][CH2:34][C:35]3[CH:40]=[CH:39][C:38]([OH:41])=[CH:37][CH:36]=3)[N:30]=[C:29]([O:42][CH2:43][C:44]([F:47])([F:46])[F:45])[N:28]=2)=[CH:22][CH:21]=1)(C)(C)C. (2) Given the product [F:18][C:19]1[CH:26]=[C:25]([O:36][C:31]2[CH:32]=[CH:33][CH:34]=[CH:35][C:30]=2[O:29][CH3:28])[CH:24]=[CH:23][C:20]=1[CH:21]=[O:22], predict the reactants needed to synthesize it. The reactants are: FC1C=CC=CC=1OC1C=CC(C(O)=O)=CC=1.[F:18][C:19]1[CH:26]=[C:25](F)[CH:24]=[CH:23][C:20]=1[CH:21]=[O:22].[CH3:28][O:29][C:30]1[CH:35]=[CH:34][CH:33]=[CH:32][C:31]=1[OH:36].